Dataset: Catalyst prediction with 721,799 reactions and 888 catalyst types from USPTO. Task: Predict which catalyst facilitates the given reaction. (1) Reactant: C1C=CC2N(O)N=NC=2C=1.CCN=C=NCCCN(C)C.[CH3:22][CH:23]([O:25][C:26]1[N:31]=[CH:30][C:29]([C:32]([OH:34])=O)=[CH:28][C:27]=1[O:35][CH3:36])[CH3:24].[F:37][C:38]1[CH:46]=[CH:45][C:44](/[C:47](/[NH:50]O)=[N:48]/[H])=[C:43]2[C:39]=1[C:40]([CH2:52][CH2:53][C:54]([O:56][CH2:57][CH3:58])=[O:55])=[CH:41][NH:42]2.CCCC[N+](CCCC)(CCCC)CCCC.[F-]. Product: [F:37][C:38]1[CH:46]=[CH:45][C:44]([C:47]2[N:50]=[C:32]([C:29]3[CH:30]=[N:31][C:26]([O:25][CH:23]([CH3:22])[CH3:24])=[C:27]([O:35][CH3:36])[CH:28]=3)[O:34][N:48]=2)=[C:43]2[C:39]=1[C:40]([CH2:52][CH2:53][C:54]([O:56][CH2:57][CH3:58])=[O:55])=[CH:41][NH:42]2. The catalyst class is: 1. (2) Reactant: [F:1][C:2]1[CH:3]=[C:4]([CH:8]2[CH:13]([CH2:14][N:15]([C@@H:23]([C:25]3[C:34]4[C:29](=[CH:30][CH:31]=[CH:32][CH:33]=4)[CH:28]=[CH:27][CH:26]=3)[CH3:24])[C:16](=[O:22])[O:17][C:18]([CH3:21])([CH3:20])[CH3:19])[CH2:12][CH2:11][NH:10][CH2:9]2)[CH:5]=[CH:6][CH:7]=1.[H-].[Na+].Cl[C:38]1[O:39][C:40]2[CH:46]=[CH:45][C:44]([C:47]([O:49][CH3:50])=[O:48])=[CH:43][C:41]=2[N:42]=1.O. Product: [C:18]([O:17][C:16]([N:15]([CH2:14][CH:13]1[CH2:12][CH2:11][N:10]([C:38]2[O:39][C:40]3[CH:46]=[CH:45][C:44]([C:47]([O:49][CH3:50])=[O:48])=[CH:43][C:41]=3[N:42]=2)[CH2:9][CH:8]1[C:4]1[CH:5]=[CH:6][CH:7]=[C:2]([F:1])[CH:3]=1)[C@@H:23]([C:25]1[C:34]2[C:29](=[CH:30][CH:31]=[CH:32][CH:33]=2)[CH:28]=[CH:27][CH:26]=1)[CH3:24])=[O:22])([CH3:19])([CH3:21])[CH3:20]. The catalyst class is: 16. (3) Reactant: [CH3:1][O:2][C:3]1[CH:4]=[C:5]([NH:11][C:12]2[C:17]([C:18](OCC)=[O:19])=[C:16](/[CH:23]=[CH:24]/[N:25](C)C)[N:15]=[C:14]([S:28][CH3:29])[N:13]=2)[CH:6]=[C:7]([O:9][CH3:10])[CH:8]=1.[NH4+].[OH-]. Product: [CH3:1][O:2][C:3]1[CH:4]=[C:5]([NH:11][C:12]2[C:17]3[C:18](=[O:19])[NH:25][CH:24]=[CH:23][C:16]=3[N:15]=[C:14]([S:28][CH3:29])[N:13]=2)[CH:6]=[C:7]([O:9][CH3:10])[CH:8]=1. The catalyst class is: 14. (4) Reactant: [C:12]([O:11][C:9](O[C:9]([O:11][C:12]([CH3:15])([CH3:14])[CH3:13])=[O:10])=[O:10])([CH3:15])([CH3:14])[CH3:13].[NH:16]1[C:24]2[C:19](=[CH:20][C:21]([CH:25]=[O:26])=[CH:22][CH:23]=2)[CH:18]=[N:17]1.C(N(CC)CC)C. Product: [C:12]([O:11][C:9]([N:16]1[C:24]2[C:19](=[CH:20][C:21]([CH:25]=[O:26])=[CH:22][CH:23]=2)[CH:18]=[N:17]1)=[O:10])([CH3:13])([CH3:14])[CH3:15]. The catalyst class is: 143. (5) Reactant: [CH:1]1[C:9]2[C:8]3[CH2:10][CH2:11][CH2:12][CH2:13][CH2:14][CH2:15][C:7]=3[O:6][C:5]=2[CH:4]=[CH:3][C:2]=1[NH2:16].[C:17]1([CH3:26])[CH:22]=[CH:21][CH:20]=[C:19]([C:23](Cl)=[O:24])[CH:18]=1. Product: [CH:1]1[C:9]2[C:8]3[CH2:10][CH2:11][CH2:12][CH2:13][CH2:14][CH2:15][C:7]=3[O:6][C:5]=2[CH:4]=[CH:3][C:2]=1[NH:16][C:23](=[O:24])[C:19]1[CH:20]=[CH:21][CH:22]=[C:17]([CH3:26])[CH:18]=1. The catalyst class is: 4. (6) Reactant: [Cl:1][C:2]1[C:3]([S:32](=[N:35]C(OC(C)(C)C)=O)([NH2:34])=[O:33])=[N:4][CH:5]=[C:6]([C:17]([N:19]2[CH2:24][CH2:23][CH:22]([C:25]3[CH:30]=[CH:29][C:28]([F:31])=[CH:27][CH:26]=3)[CH2:21][CH2:20]2)=[O:18])[C:7]=1[NH:8][C:9]1[CH:14]=[CH:13][C:12]([F:15])=[CH:11][C:10]=1[CH3:16].FC(F)(F)C(O)=O. Product: [Cl:1][C:2]1[C:3]([S:32](=[NH:34])([NH2:35])=[O:33])=[N:4][CH:5]=[C:6]([C:17]([N:19]2[CH2:20][CH2:21][CH:22]([C:25]3[CH:30]=[CH:29][C:28]([F:31])=[CH:27][CH:26]=3)[CH2:23][CH2:24]2)=[O:18])[C:7]=1[NH:8][C:9]1[CH:14]=[CH:13][C:12]([F:15])=[CH:11][C:10]=1[CH3:16]. The catalyst class is: 4.